The task is: Predict the reactants needed to synthesize the given product.. This data is from Full USPTO retrosynthesis dataset with 1.9M reactions from patents (1976-2016). (1) Given the product [CH3:40][CH2:41][CH2:42][CH2:43][NH:44][C:45]([N:14]1[C:6]([NH:5][C:3]([O:2][CH3:1])=[O:4])=[N:7][C:8]2[CH:9]=[CH:10][CH:11]=[CH:12][C:13]1=2)=[O:46], predict the reactants needed to synthesize it. The reactants are: [CH3:1][O:2][C:3]([NH:5][C:6]1[NH:7][C:8]2[CH:9]=[CH:10][CH:11]=[CH:12][C:13]=2[N:14]=1)=[O:4].C1C=C(C2NC3C(=CC=CC=3)N=2)C(Cl)=CC=1.COC(NC1[N:44]([C:45](NCCCCCC#N)=[O:46])[C:43]2C(=C[CH:40]=[CH:41][CH:42]=2)N=1)=O.CCOCCOCCOC(NC1NC2C(=CC=CC=2)N=1)=O.C1C=CC2N=C(C3OC=CC=3)NC=2C=1.COC(NC1N(C(NCCSC)=O)C2C(=CC=CC=2)N=1)=O.CC1N(C2NC3C(=CC=CC=3)N=2)N=C(C)C=1.C1C=CC2N=C(C3N=CSC=3)NC=2C=1. (2) Given the product [CH3:22][N:23]([CH3:27])[CH2:24][CH2:25][NH:26][C:19]([C:15]1[C:16]2[C:11](=[N:10][C:9]3[C:18]([N:17]=2)=[C:5]2[CH:4]=[N:3][N:2]([CH3:1])[C:6]2=[CH:7][CH:8]=3)[CH:12]=[CH:13][CH:14]=1)=[O:20], predict the reactants needed to synthesize it. The reactants are: [CH3:1][N:2]1[C:6]2=[CH:7][CH:8]=[C:9]3[C:18]([N:17]=[C:16]4[C:11]([CH:12]=[CH:13][CH:14]=[C:15]4[C:19](O)=[O:20])=[N:10]3)=[C:5]2[CH:4]=[N:3]1.[CH3:22][N:23]([CH3:27])[CH2:24][CH2:25][NH2:26]. (3) Given the product [CH3:12][O:11][C:9]([C:6]1[CH:7]=[CH:8][N:3]=[C:4]([C:13]([OH:15])=[O:14])[CH:5]=1)=[O:10], predict the reactants needed to synthesize it. The reactants are: [OH-].[K+].[N:3]1[CH:8]=[CH:7][C:6]([C:9]([O:11][CH3:12])=[O:10])=[CH:5][C:4]=1[C:13]([O:15]C)=[O:14]. (4) Given the product [ClH:46].[ClH:46].[C:1]([C:3]1[C:7]2[CH2:8][C@@H:9]3[C@@H:14]([CH2:15][C:6]=2[S:5][C:4]=1[NH:31][CH3:32])[N:13]([CH3:16])[CH2:12][C@H:11]([C:17]([N:19]([CH2:20][CH2:21][CH3:22])[C:23]([NH:24][CH2:25][CH2:26][N:27]([CH3:28])[CH3:29])=[O:30])=[O:18])[CH2:10]3)#[N:2], predict the reactants needed to synthesize it. The reactants are: [C:1]([C:3]1[C:7]2[CH2:8][C@@H:9]3[C@@H:14]([CH2:15][C:6]=2[S:5][C:4]=1[N:31](C)[C:32](=O)OC(C)(C)C)[N:13]([CH3:16])[CH2:12][C@H:11]([C:17]([N:19]([C:23](=[O:30])[NH:24][CH2:25][CH2:26][N:27]([CH3:29])[CH3:28])[CH2:20][CH2:21][CH3:22])=[O:18])[CH2:10]3)#[N:2].C(OCC)(=O)C.[ClH:46].